This data is from Reaction yield outcomes from USPTO patents with 853,638 reactions. The task is: Predict the reaction yield, written as a fraction of the theoretical maximum amount of product (1.0 means a 100% yield; for example, 0.34 means a 34% yield). (1) The reactants are [F:1][C:2]1[CH:3]=[C:4]([C:9](=[O:20])[CH:10]([C:12]2[CH:17]=[C:16]([CH3:18])[CH:15]=[C:14]([CH3:19])[CH:13]=2)[OH:11])[CH:5]=[C:6]([F:8])[CH:7]=1.[N+]([O-])([O-])=O.[NH4+].C(OCC)(=O)C. The catalyst is C(O)(=O)C.O.C(O[Cu]OC(=O)C)(=O)C. The product is [F:1][C:2]1[CH:3]=[C:4]([C:9](=[O:20])[C:10]([C:12]2[CH:13]=[C:14]([CH3:19])[CH:15]=[C:16]([CH3:18])[CH:17]=2)=[O:11])[CH:5]=[C:6]([F:8])[CH:7]=1. The yield is 0.540. (2) The reactants are [CH3:1][C:2]1[O:6][C:5]([C:7]2[CH:12]=[CH:11][CH:10]=[CH:9][CH:8]=2)=[N:4][C:3]=1[CH2:13][O:14][C:15]1[CH:40]=[CH:39][C:18]([CH2:19][O:20][C:21]2[CH:25]=[C:24]([CH2:26][CH2:27][C:28]([O:30]CC)=[O:29])[N:23]([C:33]3[CH:38]=[CH:37][CH:36]=[CH:35][CH:34]=3)[N:22]=2)=[CH:17][CH:16]=1.[OH-].[Na+].O1CCCC1.Cl. The yield is 0.810. The catalyst is C(O)C. The product is [CH3:1][C:2]1[O:6][C:5]([C:7]2[CH:8]=[CH:9][CH:10]=[CH:11][CH:12]=2)=[N:4][C:3]=1[CH2:13][O:14][C:15]1[CH:40]=[CH:39][C:18]([CH2:19][O:20][C:21]2[CH:25]=[C:24]([CH2:26][CH2:27][C:28]([OH:30])=[O:29])[N:23]([C:33]3[CH:34]=[CH:35][CH:36]=[CH:37][CH:38]=3)[N:22]=2)=[CH:17][CH:16]=1. (3) The reactants are [F:1][C:2]1[CH:7]=[C:6]([CH3:8])[CH:5]=[C:4]([NH2:9])[C:3]=1[OH:10].[CH3:11][C:12]1([N:18]2[CH2:23][CH2:22][C:21](=O)[CH2:20][CH2:19]2)[CH2:17][CH2:16][O:15][CH2:14][CH2:13]1.C([BH3-])#N.C(O)(=O)C. The catalyst is C(Cl)Cl. The product is [F:1][C:2]1[CH:7]=[C:6]([CH3:8])[CH:5]=[C:4]([NH:9][CH:21]2[CH2:22][CH2:23][N:18]([C:12]3([CH3:11])[CH2:17][CH2:16][O:15][CH2:14][CH2:13]3)[CH2:19][CH2:20]2)[C:3]=1[OH:10]. The yield is 0.420. (4) The reactants are Cl[C:2]1[C:3]([F:22])=[CH:4][N:5]2[C:10]([C:11]=1[CH3:12])=[C:9]([CH:13]1[CH2:15][CH2:14]1)[CH:8]=[C:7]([C:16]([O:18][CH2:19][CH3:20])=[O:17])[C:6]2=[O:21].[C:23]([C:26]1[CH:31]=[CH:30][C:29](B(O)O)=[CH:28][CH:27]=1)(=[O:25])[NH2:24]. No catalyst specified. The product is [C:23]([C:26]1[CH:31]=[CH:30][C:29]([C:2]2[C:3]([F:22])=[CH:4][N:5]3[C:10]([C:11]=2[CH3:12])=[C:9]([CH:13]2[CH2:15][CH2:14]2)[CH:8]=[C:7]([C:16]([O:18][CH2:19][CH3:20])=[O:17])[C:6]3=[O:21])=[CH:28][CH:27]=1)(=[O:25])[NH2:24]. The yield is 0.850.